This data is from Forward reaction prediction with 1.9M reactions from USPTO patents (1976-2016). The task is: Predict the product of the given reaction. (1) The product is: [Cl:1][C:2]1[C:3]([NH:11][C:12]2[CH:13]=[N:14][C:15]([CH3:18])=[CH:16][CH:17]=2)=[N:4][CH:5]=[C:6]([C:7]2[NH:26][C:23]3[CH:24]=[CH:25][C:20]([F:19])=[CH:21][C:22]=3[N:27]=2)[CH:10]=1. Given the reactants [Cl:1][C:2]1[C:3]([NH:11][C:12]2[CH:13]=[N:14][C:15]([CH3:18])=[CH:16][CH:17]=2)=[N:4][CH:5]=[C:6]([CH:10]=1)[C:7](O)=O.[F:19][C:20]1[CH:25]=[CH:24][C:23]([NH2:26])=[C:22]([NH2:27])[CH:21]=1, predict the reaction product. (2) Given the reactants [NH2:1][C:2]1[CH:7]=[CH:6][C:5]([S:8]([N:11]2[CH2:16][CH2:15][CH:14]([NH:17][C:18](=[O:21])[CH:19]=[CH2:20])[CH2:13][CH2:12]2)(=[O:10])=[O:9])=[CH:4][CH:3]=1.C(N(C(C)C)CC)(C)C.Cl[C:32]([O:34][CH2:35][C:36]1[CH:41]=[CH:40][CH:39]=[CH:38][CH:37]=1)=[O:33], predict the reaction product. The product is: [CH2:35]([O:34][C:32](=[O:33])[NH:1][C:2]1[CH:3]=[CH:4][C:5]([S:8]([N:11]2[CH2:12][CH2:13][CH:14]([NH:17][C:18](=[O:21])[CH:19]=[CH2:20])[CH2:15][CH2:16]2)(=[O:9])=[O:10])=[CH:6][CH:7]=1)[C:36]1[CH:41]=[CH:40][CH:39]=[CH:38][CH:37]=1. (3) The product is: [Cl:18][C:11]1[N:10]=[C:9]([O:5][CH2:4][CH2:3][O:2][CH3:1])[C:14]([N+:15]([O-:17])=[O:16])=[CH:13][CH:12]=1. Given the reactants [CH3:1][O:2][CH2:3][CH2:4][OH:5].[H-].[Na+].Cl[C:9]1[C:14]([N+:15]([O-:17])=[O:16])=[CH:13][CH:12]=[C:11]([Cl:18])[N:10]=1.O, predict the reaction product. (4) Given the reactants [CH2:1]([N:3]1[CH2:16][CH2:15][C:14]2[CH:13]=[CH:12][C:11]3[NH:10][C:9](=[O:17])[C:8](=[O:18])[NH:7][C:6]=3[C:5]=2[CH2:4]1)[CH3:2].[N+:19]([O-])([O-:21])=[O:20].[K+].[OH-].[NH4+], predict the reaction product. The product is: [CH2:1]([N:3]1[CH2:16][CH2:15][C:14]2[C:13]([N+:19]([O-:21])=[O:20])=[CH:12][C:11]3[NH:10][C:9](=[O:17])[C:8](=[O:18])[NH:7][C:6]=3[C:5]=2[CH2:4]1)[CH3:2]. (5) Given the reactants [CH:1]1([CH2:7][C@H:8]([N:12]2[CH2:16][C:15]([O:17][CH2:18][CH:19]3[O:24][C:23]4[CH:25]=[CH:26][CH:27]=[CH:28][C:22]=4[O:21][CH2:20]3)=[CH:14][C:13]2=[O:29])[C:9]([OH:11])=O)[CH2:6][CH2:5][CH2:4][CH2:3][CH2:2]1.CN(C)CCCN=C=NCC.ON1C2C=CC=CC=2N=N1.[NH2:51][C:52]1[CH:56]=[CH:55][N:54]([CH2:57][C:58]([CH3:61])([OH:60])[CH3:59])[N:53]=1, predict the reaction product. The product is: [CH:1]1([CH2:7][C@H:8]([N:12]2[CH2:16][C:15]([O:17][CH2:18][CH:19]3[O:24][C:23]4[CH:25]=[CH:26][CH:27]=[CH:28][C:22]=4[O:21][CH2:20]3)=[CH:14][C:13]2=[O:29])[C:9]([NH:51][C:52]2[CH:56]=[CH:55][N:54]([CH2:57][C:58]([OH:60])([CH3:59])[CH3:61])[N:53]=2)=[O:11])[CH2:2][CH2:3][CH2:4][CH2:5][CH2:6]1. (6) Given the reactants [Br:1][C:2]1[CH:7]=[CH:6][C:5]([C:8]2[O:17][C:11]3[N:12]=[CH:13][N:14]=[C:15](Cl)[C:10]=3[C:9]=2[C:18]2[CH:23]=[CH:22][C:21]([F:24])=[CH:20][CH:19]=2)=[CH:4][CH:3]=1.[CH3:25][N:26]1[CH2:31][CH2:30][NH:29][CH2:28][CH2:27]1, predict the reaction product. The product is: [Br:1][C:2]1[CH:7]=[CH:6][C:5]([C:8]2[O:17][C:11]3[N:12]=[CH:13][N:14]=[C:15]([N:29]4[CH2:30][CH2:31][N:26]([CH3:25])[CH2:27][CH2:28]4)[C:10]=3[C:9]=2[C:18]2[CH:23]=[CH:22][C:21]([F:24])=[CH:20][CH:19]=2)=[CH:4][CH:3]=1. (7) Given the reactants [OH:1][C:2]1[CH:7]=[CH:6][C:5]([C:8](=[O:10])[CH3:9])=[CH:4][CH:3]=1.[I:11]I.[I-].[K+], predict the reaction product. The product is: [OH:1][C:2]1[CH:7]=[CH:6][C:5]([C:8](=[O:10])[CH3:9])=[CH:4][C:3]=1[I:11].